Dataset: Full USPTO retrosynthesis dataset with 1.9M reactions from patents (1976-2016). Task: Predict the reactants needed to synthesize the given product. (1) Given the product [CH3:32][Si:3]([CH3:33])([CH2:2][N:37]1[CH:38]=[CH:39][CH:40]=[CH:41][C:36]1=[O:35])[CH2:4][CH2:5][C:6]1[C:18]2[CH2:17][N:16]3[C:11](=[CH:12][C:13]4[C@:23]([CH2:25][CH3:26])([OH:24])[C:22](=[O:27])[O:21][CH2:20][C:14]=4[C:15]3=[O:19])[C:10]=2[N:9]=[C:8]2[CH:28]=[CH:29][CH:30]=[CH:31][C:7]=12, predict the reactants needed to synthesize it. The reactants are: I[CH2:2][Si:3]([CH3:33])([CH3:32])[CH2:4][CH2:5][C:6]1[C:18]2[CH2:17][N:16]3[C:11](=[CH:12][C:13]4[C@:23]([CH2:25][CH3:26])([OH:24])[C:22](=[O:27])[O:21][CH2:20][C:14]=4[C:15]3=[O:19])[C:10]=2[N:9]=[C:8]2[CH:28]=[CH:29][CH:30]=[CH:31][C:7]=12.C[O:35][C:36]1[CH:41]=[CH:40][CH:39]=[CH:38][N:37]=1. (2) Given the product [C:1]([O:5][C:6]([NH:8][CH2:9][CH2:10][C:11]1[CH:12]=[CH:13][C:14]([S:17]([C:20]2[CH:21]=[CH:22][C:23]([O:30][CH2:38][C:39]([O:41][CH2:42][CH3:43])=[O:40])=[C:24]([CH:29]=2)[C:25]([O:27][CH3:28])=[O:26])(=[O:19])=[O:18])=[CH:15][CH:16]=1)=[O:7])([CH3:3])([CH3:2])[CH3:4], predict the reactants needed to synthesize it. The reactants are: [C:1]([O:5][C:6]([NH:8][CH2:9][CH2:10][C:11]1[CH:16]=[CH:15][C:14]([S:17]([C:20]2[CH:21]=[CH:22][C:23]([OH:30])=[C:24]([CH:29]=2)[C:25]([O:27][CH3:28])=[O:26])(=[O:19])=[O:18])=[CH:13][CH:12]=1)=[O:7])([CH3:4])([CH3:3])[CH3:2].C(=O)([O-])[O-].[K+].[K+].Br[CH2:38][C:39]([O:41][CH2:42][CH3:43])=[O:40].O.